From a dataset of Forward reaction prediction with 1.9M reactions from USPTO patents (1976-2016). Predict the product of the given reaction. (1) Given the reactants [NH:1]1[C@@H:9]2[C@@H:4]([CH2:5][CH2:6][CH2:7][CH2:8]2)[CH2:3][C@H:2]1[C:10]([OH:12])=[O:11].CCN(C(C)C)C(C)C.Cl[C:23]([O:25][CH2:26][C:27]1[CH:32]=[CH:31][CH:30]=[CH:29][CH:28]=1)=[O:24], predict the reaction product. The product is: [CH2:26]([O:25][C:23]([N:1]1[C@@H:9]2[C@@H:4]([CH2:5][CH2:6][CH2:7][CH2:8]2)[CH2:3][C@H:2]1[C:10]([OH:12])=[O:11])=[O:24])[C:27]1[CH:32]=[CH:31][CH:30]=[CH:29][CH:28]=1. (2) Given the reactants [NH2:1][C:2]1[CH:3]=[CH:4][C:5]2[C:11]([CH3:13])([CH3:12])[CH2:10][CH2:9][C:8](=[O:14])[N:7]([CH2:15][CH:16]([CH3:18])[CH3:17])[C:6]=2[CH:19]=1.Cl[C:21]1[N:26]=[C:25]([NH:27][C:28]2[CH:33]=[CH:32][C:31]([N:34]3[CH2:39][CH2:38][O:37][CH2:36][CH2:35]3)=[CH:30][C:29]=2[O:40][CH3:41])[C:24]([Cl:42])=[CH:23][N:22]=1, predict the reaction product. The product is: [Cl:42][C:24]1[C:25]([NH:27][C:28]2[CH:33]=[CH:32][C:31]([N:34]3[CH2:35][CH2:36][O:37][CH2:38][CH2:39]3)=[CH:30][C:29]=2[O:40][CH3:41])=[N:26][C:21]([NH:1][C:2]2[CH:3]=[CH:4][C:5]3[C:11]([CH3:12])([CH3:13])[CH2:10][CH2:9][C:8](=[O:14])[N:7]([CH2:15][CH:16]([CH3:17])[CH3:18])[C:6]=3[CH:19]=2)=[N:22][CH:23]=1.